Dataset: Full USPTO retrosynthesis dataset with 1.9M reactions from patents (1976-2016). Task: Predict the reactants needed to synthesize the given product. (1) Given the product [Cl:27][C:24]1[CH:25]=[CH:26][C:21]([NH:20][C:18](=[O:19])[O:17][C:13]([CH3:16])([CH3:14])[CH3:15])=[C:22]([C:28]2[CH:36]=[C:35]3[N:31]([CH:32]([C:37](=[O:38])[CH2:1][P:2]([O:5][CH3:6])([O:3][CH3:4])=[O:7])[CH2:33][CH2:34]3)[C:30](=[O:41])[CH:29]=2)[CH:23]=1, predict the reactants needed to synthesize it. The reactants are: [CH3:1][P:2](=[O:7])([O:5][CH3:6])[O:3][CH3:4].C([Li])CCC.[C:13]([O:17][C:18]([NH:20][C:21]1[CH:26]=[CH:25][C:24]([Cl:27])=[CH:23][C:22]=1[C:28]1[CH:36]=[C:35]2[N:31]([CH:32]([C:37](OC)=[O:38])[CH2:33][CH2:34]2)[C:30](=[O:41])[CH:29]=1)=[O:19])([CH3:16])([CH3:15])[CH3:14].[Cl-].[NH4+]. (2) Given the product [O:16]=[C:14]1[N:13]([C:17]2[CH:18]=[CH:19][C:20]3[C:26](=[O:27])[CH2:25][CH2:24][CH2:23][S:22][C:21]=3[CH:28]=2)[CH2:12][CH:11]([CH2:10][NH:6][C:7](=[O:9])[CH3:8])[O:15]1, predict the reactants needed to synthesize it. The reactants are: COC1C=C(OC)C=CC=1C[N:6]([CH2:10][CH:11]1[O:15][C:14](=[O:16])[N:13]([C:17]2[CH:18]=[CH:19][C:20]3[C:26](=[O:27])[CH2:25][CH2:24][CH2:23][S:22][C:21]=3[CH:28]=2)[CH2:12]1)[C:7](=[O:9])[CH3:8].